This data is from Catalyst prediction with 721,799 reactions and 888 catalyst types from USPTO. The task is: Predict which catalyst facilitates the given reaction. (1) Reactant: [BH4-].[Li+].Cl[Si](C)(C)C.Cl.[NH2:9][CH:10]([C:14]1[CH:19]=[CH:18][C:17]([I:20])=[CH:16][CH:15]=1)[C:11](O)=[O:12]. Product: [NH2:9][CH:10]([C:14]1[CH:19]=[CH:18][C:17]([I:20])=[CH:16][CH:15]=1)[CH2:11][OH:12]. The catalyst class is: 1. (2) Reactant: [F:1][C:2]1[CH:7]=[CH:6][C:5]([CH:8]([OH:29])[CH:9]([CH2:15][C:16]2[CH:21]=[CH:20][CH:19]=[C:18]([O:22][C:23]([F:28])([F:27])[CH:24]([F:26])[F:25])[N:17]=2)[C:10]([O:12]CC)=[O:11])=[CH:4][CH:3]=1.[OH-].[Na+].Cl.C(=O)([O-])O.[Na+]. Product: [F:1][C:2]1[CH:7]=[CH:6][C:5]([CH:8]([OH:29])[CH:9]([CH2:15][C:16]2[CH:21]=[CH:20][CH:19]=[C:18]([O:22][C:23]([F:27])([F:28])[CH:24]([F:25])[F:26])[N:17]=2)[C:10]([OH:12])=[O:11])=[CH:4][CH:3]=1. The catalyst class is: 5. (3) Product: [Br:1][C:2]1[CH:3]=[C:4]2[N:10]=[C:9]([CH3:11])[N:8]([CH2:19][O:18][CH2:17][CH2:16][Si:15]([CH3:22])([CH3:21])[CH3:14])[C:5]2=[N:6][CH:7]=1.[Br:1][C:2]1[CH:3]=[C:4]2[N:10]([CH2:19][O:18][CH2:17][CH2:16][Si:15]([CH3:22])([CH3:21])[CH3:14])[C:9]([CH3:11])=[N:8][C:5]2=[N:6][CH:7]=1. The catalyst class is: 3. Reactant: [Br:1][C:2]1[CH:3]=[C:4]2[N:10]=[C:9]([CH3:11])[NH:8][C:5]2=[N:6][CH:7]=1.[H-].[Na+].[CH3:14][Si:15]([CH3:22])([CH3:21])[CH2:16][CH2:17][O:18][CH2:19]Cl.